The task is: Predict the reactants needed to synthesize the given product.. This data is from Full USPTO retrosynthesis dataset with 1.9M reactions from patents (1976-2016). (1) Given the product [C:28]([N:17]1[C:16](=[O:32])[C:15]([NH:14][CH2:13][CH2:12][S:33][CH:34]2[CH2:38][CH2:37][N:36]([C:39]([O:41][C:42]([CH3:45])([CH3:44])[CH3:43])=[O:40])[CH2:35]2)=[C:19]([C:20]2[CH:25]=[CH:24][CH:23]=[CH:22][CH:21]=2)[S:18]1(=[O:26])=[O:27])([CH3:31])([CH3:30])[CH3:29], predict the reactants needed to synthesize it. The reactants are: CC1C=CC(S(O[CH2:12][CH2:13][NH:14][C:15]2[C:16](=[O:32])[N:17]([C:28]([CH3:31])([CH3:30])[CH3:29])[S:18](=[O:27])(=[O:26])[C:19]=2[C:20]2[CH:25]=[CH:24][CH:23]=[CH:22][CH:21]=2)(=O)=O)=CC=1.[SH:33][CH:34]1[CH2:38][CH2:37][N:36]([C:39]([O:41][C:42]([CH3:45])([CH3:44])[CH3:43])=[O:40])[CH2:35]1.C(=O)([O-])[O-].[K+].[K+]. (2) Given the product [C:13]([C:3]1[CH:4]=[N:5][C:6]2[C:11]([C:2]=1[NH:29][C@H:26]1[CH2:27][CH2:28][C@H:23]([NH:22][C:21](=[O:30])[O:20][C:16]([CH3:18])([CH3:17])[CH3:19])[CH2:24][CH2:25]1)=[N:10][C:9]([Cl:12])=[CH:8][CH:7]=2)(=[O:15])[CH3:14], predict the reactants needed to synthesize it. The reactants are: Cl[C:2]1[C:11]2[C:6](=[CH:7][CH:8]=[C:9]([Cl:12])[N:10]=2)[N:5]=[CH:4][C:3]=1[C:13](=[O:15])[CH3:14].[C:16]([O:20][C:21](=[O:30])[NH:22][C@H:23]1[CH2:28][CH2:27][C@H:26]([NH2:29])[CH2:25][CH2:24]1)([CH3:19])([CH3:18])[CH3:17]. (3) Given the product [OH:21][C@H:20]([C:22]1[CH:23]=[CH:24][C:25]([OH:33])=[C:26]([NH:28][S:29]([CH3:32])(=[O:31])=[O:30])[CH:27]=1)[CH2:19][NH:18][CH:2]1[CH2:7][CH2:6][N:5]([C:8]2[CH:13]=[CH:12][C:11]([CH2:14][C:15]([OH:17])=[O:16])=[CH:10][CH:9]=2)[CH2:4][CH2:3]1, predict the reactants needed to synthesize it. The reactants are: O=[C:2]1[CH2:7][CH2:6][N:5]([C:8]2[CH:13]=[CH:12][C:11]([CH2:14][C:15]([OH:17])=[O:16])=[CH:10][CH:9]=2)[CH2:4][CH2:3]1.[NH2:18][CH2:19][C@@H:20]([C:22]1[CH:23]=[CH:24][C:25]([OH:33])=[C:26]([NH:28][S:29]([CH3:32])(=[O:31])=[O:30])[CH:27]=1)[OH:21]. (4) Given the product [C:11]([O:25][C:27]([N:1]([CH2:3][C@H:4]([OH:8])[C:5]([OH:7])=[O:6])[NH:2][C:15]([O:14][C:11]([CH3:13])([CH3:12])[CH3:10])=[O:16])=[O:28])([CH3:13])([CH3:12])[CH3:10], predict the reactants needed to synthesize it. The reactants are: [NH:1]([CH2:3][C@H:4]([OH:8])[C:5]([O-:7])=[O:6])[NH2:2].[K+].[CH3:10][C:11]([O:14][C:15](O[C:15]([O:14][C:11]([CH3:13])([CH3:12])[CH3:10])=[O:16])=[O:16])([CH3:13])[CH3:12].[OH-:25].[K+].[CH3:27][OH:28]. (5) Given the product [CH3:27][C:17]1[CH:22]=[CH:21][C:20]([S:23]([O:12][C:10]2[C:9]3[CH2:8][CH2:7][CH2:6][C:5]4([CH2:13][CH2:14][CH2:15][CH2:16]4)[C:4]=3[N:3]=[C:2]([NH2:1])[N:11]=2)(=[O:25])=[O:24])=[CH:19][CH:18]=1, predict the reactants needed to synthesize it. The reactants are: [NH2:1][C:2]1[N:11]=[C:10]([OH:12])[C:9]2[CH2:8][CH2:7][CH2:6][C:5]3([CH2:16][CH2:15][CH2:14][CH2:13]3)[C:4]=2[N:3]=1.[C:17]1([CH3:27])[CH:22]=[CH:21][C:20]([S:23](Cl)(=[O:25])=[O:24])=[CH:19][CH:18]=1. (6) Given the product [C:2]([O:4][C@H:5]1[C:14]2[C@:15]3([CH3:30])[C:16](/[C:17](=[CH:18]\[N:33]([CH2:34][CH2:35][CH2:36][CH3:37])[CH3:32])/[C:23](=[O:24])[O:25][C@@H:26]3[CH2:27][O:28][CH3:29])=[C:20]([OH:19])[C:21](=[O:22])[C:13]=2[CH:8]2[C@@:7]([CH3:31])([C@@H:11]([OH:12])[CH2:10][CH2:9]2)[CH2:6]1)(=[O:3])[CH3:1], predict the reactants needed to synthesize it. The reactants are: [CH3:1][C:2]([O:4][C@H:5]1[C:14]2[C@@:15]3([CH3:30])[C@@H:26]([CH2:27][O:28][CH3:29])[O:25][C:23](=[O:24])[C:17]4=[CH:18][O:19][C:20]([C:21](=[O:22])[C:13]=2[C@@H:8]2[CH2:9][CH2:10][C@H:11]([OH:12])[C@@:7]2([CH3:31])[CH2:6]1)=[C:16]34)=[O:3].[CH3:32][NH:33][CH2:34][CH2:35][CH2:36][CH3:37]. (7) Given the product [Br:1][C:2]1[CH:3]=[C:4]2[C:8](=[CH:9][CH:10]=1)[N:7]([CH3:12])[CH:6]([CH3:11])[CH2:5]2, predict the reactants needed to synthesize it. The reactants are: [Br:1][C:2]1[CH:3]=[C:4]2[C:8](=[CH:9][CH:10]=1)[NH:7][CH:6]([CH3:11])[CH2:5]2.[CH3:12]I.[H-].[Na+].O. (8) Given the product [Br:1][C:2]1[CH:7]=[CH:6][C:5]([NH:8][C:9]2[CH:14]=[C:13]([CH3:15])[C:12]([C:16]3[N:21]=[C:22]([NH2:24])[S:23][CH:17]=3)=[C:11]([CH3:20])[CH:10]=2)=[CH:4][CH:3]=1, predict the reactants needed to synthesize it. The reactants are: [Br:1][C:2]1[CH:7]=[CH:6][C:5]([NH:8][C:9]2[CH:14]=[C:13]([CH3:15])[C:12]([C:16](=O)[CH2:17]Br)=[C:11]([CH3:20])[CH:10]=2)=[CH:4][CH:3]=1.[NH2:21][C:22]([NH2:24])=[S:23]. (9) Given the product [N:25]1([C:23]2[N:12]3[C@@H:13]([C:17]4[CH:22]=[CH:21][CH:20]=[CH:19][N:18]=4)[CH2:14][O:15][C:16]4=[C:11]3[C:10](=[CH:9][CH:8]=[C:7]4[C:6]3[C:2]([CH3:1])=[N:3][O:4][C:5]=3[CH3:39])[N:24]=2)[CH2:31][CH2:30][CH2:29][NH:28][CH2:27][CH2:26]1, predict the reactants needed to synthesize it. The reactants are: [CH3:1][C:2]1[C:6]([C:7]2[C:16]3[O:15][CH2:14][C@H:13]([C:17]4[CH:22]=[CH:21][CH:20]=[CH:19][N:18]=4)[N:12]4[C:23]([N:25]5[CH2:31][CH2:30][CH2:29][N:28](C(OC(C)(C)C)=O)[CH2:27][CH2:26]5)=[N:24][C:10]([C:11]=34)=[CH:9][CH:8]=2)=[C:5]([CH3:39])[O:4][N:3]=1.Cl.